This data is from Peptide-MHC class II binding affinity with 134,281 pairs from IEDB. The task is: Regression. Given a peptide amino acid sequence and an MHC pseudo amino acid sequence, predict their binding affinity value. This is MHC class II binding data. (1) The peptide sequence is GIDIFASKNFHLQKN. The MHC is DRB1_0401 with pseudo-sequence DRB1_0401. The binding affinity (normalized) is 0.606. (2) The peptide sequence is SAKLSQTVRFRIKSQ. The MHC is DRB1_0101 with pseudo-sequence DRB1_0101. The binding affinity (normalized) is 0.593. (3) The peptide sequence is RFFLPIFSEFVLLAT. The MHC is DRB1_1302 with pseudo-sequence DRB1_1302. The binding affinity (normalized) is 0.340. (4) The peptide sequence is QEVEFIGYGKATLECKK. The MHC is DRB3_0101 with pseudo-sequence DRB3_0101. The binding affinity (normalized) is 0. (5) The peptide sequence is KLKIQNVIIDECYGA. The MHC is DRB1_1101 with pseudo-sequence DRB1_1101. The binding affinity (normalized) is 0.0198. (6) The binding affinity (normalized) is 0.527. The peptide sequence is DNQLIYVILTILTII. The MHC is DRB1_0701 with pseudo-sequence DRB1_0701. (7) The peptide sequence is EHLSSLRNLCELLGV. The MHC is DRB1_0401 with pseudo-sequence DRB1_0401. The binding affinity (normalized) is 0.427. (8) The peptide sequence is TRELNGGAVTRYVDN. The MHC is DRB1_0101 with pseudo-sequence DRB1_0101. The binding affinity (normalized) is 0.474.